This data is from Catalyst prediction with 721,799 reactions and 888 catalyst types from USPTO. The task is: Predict which catalyst facilitates the given reaction. (1) The catalyst class is: 3. Reactant: [N:1]1[C:6]2[NH:7][CH:8]=[CH:9][C:5]=2[C:4](=[O:10])[NH:3][CH:2]=1.[I:11]N1C(=O)CCC1=O.O. Product: [I:11][C:9]1[C:5]2[C:4](=[O:10])[NH:3][CH:2]=[N:1][C:6]=2[NH:7][CH:8]=1. (2) Reactant: [CH2:1]([N:4]([CH2:20][CH2:21][CH3:22])[C:5]1([C:8]2[CH:13]=[CH:12][C:11]([C:14]#[C:15][Si](C)(C)C)=[CH:10][CH:9]=2)[CH2:7][CH2:6]1)[CH2:2][CH3:3].C(=O)([O-])[O-].[K+].[K+]. Product: [C:14]([C:11]1[CH:12]=[CH:13][C:8]([C:5]2([N:4]([CH2:20][CH2:21][CH3:22])[CH2:1][CH2:2][CH3:3])[CH2:6][CH2:7]2)=[CH:9][CH:10]=1)#[CH:15]. The catalyst class is: 5. (3) Reactant: [NH2:1][CH2:2][CH2:3][CH:4]1[O:8][CH2:7][CH2:6][O:5]1.ClC([C:13]([C:15]1[NH:16][C:17]([Br:21])=[C:18]([Br:20])[CH:19]=1)=[O:14])(Cl)Cl. Product: [Br:20][C:18]1[CH:19]=[C:15]([C:13]([NH:1][CH2:2][CH2:3][CH:4]2[O:8][CH2:7][CH2:6][O:5]2)=[O:14])[NH:16][C:17]=1[Br:21]. The catalyst class is: 10. (4) Reactant: [N:1]1[CH:6]=[CH:5][CH2:4][N:3]2[C:7](=[O:10])[S:8][CH2:9][C:2]=12.[F:11][C:12]([F:33])([F:32])[C:13]1[CH:27]=[C:26]([C:28]([F:31])([F:30])[F:29])[CH:25]=[CH:24][C:14]=1[CH2:15][N:16]1[CH2:21][CH2:20][CH:19]([CH:22]=O)[CH2:18][CH2:17]1.C([O-])(=O)C.[NH2+]1CCCCC1.O. Product: [F:33][C:12]([F:11])([F:32])[C:13]1[CH:27]=[C:26]([C:28]([F:31])([F:30])[F:29])[CH:25]=[CH:24][C:14]=1[CH2:15][N:16]1[CH2:21][CH2:20][CH:19](/[CH:22]=[C:9]2\[S:8][C:7](=[O:10])[N:3]3[CH2:4][CH:5]=[CH:6][N:1]=[C:2]\23)[CH2:18][CH2:17]1. The catalyst class is: 41. (5) Reactant: NCC1C=CC(NC2SC3CCCC4C=CC(F)=CC=4C=3N=2)=CC=1.[NH2:25][C:26]1[CH:40]=[CH:39][C:29]([CH2:30][NH:31][C:32](=[O:38])[O:33][C:34]([CH3:37])([CH3:36])[CH3:35])=[CH:28][CH:27]=1.[C:41]([N:49]=[C:50]=[S:51])(=[O:48])[C:42]1[CH:47]=[CH:46][CH:45]=[CH:44][CH:43]=1. Product: [C:41]([NH:49][C:50]([NH:25][C:26]1[CH:40]=[CH:39][C:29]([CH2:30][NH:31][C:32](=[O:38])[O:33][C:34]([CH3:36])([CH3:37])[CH3:35])=[CH:28][CH:27]=1)=[S:51])(=[O:48])[C:42]1[CH:47]=[CH:46][CH:45]=[CH:44][CH:43]=1. The catalyst class is: 1. (6) Reactant: C(OC(=O)[NH:7][C@H:8]1[CH2:13][CH2:12][CH2:11][C@@H:10]([CH2:14][OH:15])[CH2:9]1)(C)(C)C.[ClH:17]. Product: [ClH:17].[NH2:7][C@@H:8]1[CH2:13][CH2:12][CH2:11][C@H:10]([CH2:14][OH:15])[CH2:9]1. The catalyst class is: 25. (7) Reactant: [CH:1]1([CH2:7][NH:8][C:9]2[S:10][C:11]3[CH:17]=[C:16]([O:18][C:19]4[CH:24]=[CH:23][N:22]=[C:21]([C:25](OC(C)(C)C)=[O:26])[CH:20]=4)[CH:15]=[CH:14][C:12]=3[N:13]=2)[CH2:6][CH2:5][CH2:4][CH2:3][CH2:2]1.[H-].[H-].[H-].[H-].[Li+].[Al+3].[OH-].[Na+].[Al]. Product: [CH:1]1([CH2:7][NH:8][C:9]2[S:10][C:11]3[CH:17]=[C:16]([O:18][C:19]4[CH:24]=[CH:23][N:22]=[C:21]([CH2:25][OH:26])[CH:20]=4)[CH:15]=[CH:14][C:12]=3[N:13]=2)[CH2:2][CH2:3][CH2:4][CH2:5][CH2:6]1. The catalyst class is: 278. (8) Reactant: C(OC([N:11]1[CH2:16][CH2:15][CH:14]([NH:17][C:18](=[O:53])[NH:19][C:20]2[CH:25]=[CH:24][C:23]([C:26]3[N:34]=[C:33]4[C:29]([N:30]=[CH:31][N:32]4[CH:35]4[CH2:40][CH2:39][N:38](CC5NC=CC=5)[CH2:37][CH2:36]4)=[C:28]([C:47]4[CH2:48][CH2:49][O:50][CH2:51][CH:52]=4)[N:27]=3)=[CH:22][CH:21]=2)[CH2:13][CH2:12]1)=O)C1C=CC=CC=1. Product: [O:50]1[CH2:51][CH:52]=[C:47]([C:28]2[N:27]=[C:26]([C:23]3[CH:24]=[CH:25][C:20]([NH:19][C:18]([NH:17][CH:14]4[CH2:15][CH2:16][NH:11][CH2:12][CH2:13]4)=[O:53])=[CH:21][CH:22]=3)[N:34]=[C:33]3[C:29]=2[N:30]=[CH:31][N:32]3[CH:35]2[CH2:40][CH2:39][NH:38][CH2:37][CH2:36]2)[CH2:48][CH2:49]1. The catalyst class is: 67. (9) Reactant: CC(C)(S([NH:6][C@H:7]([CH:9]1[CH2:14][CH2:13][N:12]([C:15]([O:17][CH2:18][C:19]2[CH:24]=[CH:23][CH:22]=[CH:21][CH:20]=2)=[O:16])[CH2:11][CH2:10]1)[CH3:8])=O)C.Cl. Product: [CH2:18]([O:17][C:15]([N:12]1[CH2:13][CH2:14][CH:9]([C@@H:7]([NH2:6])[CH3:8])[CH2:10][CH2:11]1)=[O:16])[C:19]1[CH:24]=[CH:23][CH:22]=[CH:21][CH:20]=1. The catalyst class is: 12. (10) Reactant: C[O:2][C:3]([C:5]1[C:13]2[N:12]=[C:11]([C:14]3[CH:19]=[CH:18][C:17]([F:20])=[CH:16][C:15]=3[F:21])[NH:10][C:9]=2[C:8]([O:22]C)=[CH:7][CH:6]=1)=[O:4].[Cl-].[Al+3].[Cl-].[Cl-].Cl. Product: [F:21][C:15]1[CH:16]=[C:17]([F:20])[CH:18]=[CH:19][C:14]=1[C:11]1[NH:10][C:9]2[C:8]([OH:22])=[CH:7][CH:6]=[C:5]([C:3]([OH:4])=[O:2])[C:13]=2[N:12]=1. The catalyst class is: 11.